Dataset: Catalyst prediction with 721,799 reactions and 888 catalyst types from USPTO. Task: Predict which catalyst facilitates the given reaction. (1) Reactant: [CH3:1][CH2:2][CH2:3][CH2:4][CH2:5]/[CH:6]=[CH:7]/[C:8]([CH2:10][CH2:11][C:12]1[CH:17]=[CH:16][C:15]([OH:18])=[C:14]([O:19][CH3:20])[CH:13]=1)=[O:9].C(C1C(=O)C(Cl)=C(Cl)C(=O)C=1C#N)#N.O. Product: [OH:18][C:15]1[CH:16]=[CH:17][C:12](/[CH:11]=[CH:10]/[C:8](=[O:9])/[CH:7]=[CH:6]/[CH2:5][CH2:4][CH2:3][CH2:2][CH3:1])=[CH:13][C:14]=1[O:19][CH3:20]. The catalyst class is: 7. (2) Reactant: [C:1]([O:5][C@@H:6]([C:12]1[C:13]([CH3:55])=[N:14][C:15]2[N:16]([N:50]=[C:51]([CH2:53][OH:54])[CH:52]=2)[C:17]=1[N:18]1[CH2:23][CH2:22][C:21]([O:25][CH2:26][CH2:27][CH2:28][CH2:29][C@H:30]([O:32][Si:33]([C:46]([CH3:49])([CH3:48])[CH3:47])([C:40]2[CH:45]=[CH:44][CH:43]=[CH:42][CH:41]=2)[C:34]2[CH:39]=[CH:38][CH:37]=[CH:36][CH:35]=2)[CH3:31])([CH3:24])[CH2:20][CH2:19]1)[C:7]([O:9][CH2:10][CH3:11])=[O:8])([CH3:4])([CH3:3])[CH3:2].CC(OI1(OC(C)=O)(OC(C)=O)OC(=O)C2C=CC=CC1=2)=O.C([O-])(O)=O.[Na+]. Product: [C:1]([O:5][C@@H:6]([C:12]1[C:13]([CH3:55])=[N:14][C:15]2[N:16]([N:50]=[C:51]([CH:53]=[O:54])[CH:52]=2)[C:17]=1[N:18]1[CH2:23][CH2:22][C:21]([O:25][CH2:26][CH2:27][CH2:28][CH2:29][C@H:30]([O:32][Si:33]([C:46]([CH3:49])([CH3:48])[CH3:47])([C:40]2[CH:41]=[CH:42][CH:43]=[CH:44][CH:45]=2)[C:34]2[CH:35]=[CH:36][CH:37]=[CH:38][CH:39]=2)[CH3:31])([CH3:24])[CH2:20][CH2:19]1)[C:7]([O:9][CH2:10][CH3:11])=[O:8])([CH3:2])([CH3:3])[CH3:4]. The catalyst class is: 2. (3) Reactant: [CH3:1][N:2]1[CH:6]=[CH:5][N:4]=[N:3]1.[Li]CCCC.[C:12](=[O:14])=O.S(Cl)(Cl)=O.Cl.[CH3:20][NH:21][O:22][CH3:23].C(N(CC)C(C)C)(C)C.C(=O)([O-])[O-].[Na+].[Na+]. Product: [CH3:23][O:22][N:21]([CH3:20])[C:12]([C:6]1[N:2]([CH3:1])[N:3]=[N:4][CH:5]=1)=[O:14]. The catalyst class is: 1. (4) Reactant: Br[C:2]1[CH:7]=[CH:6][CH:5]=[CH:4][C:3]=1[CH2:8][CH2:9][C:10]([N:12]([CH:22]([CH3:24])[CH3:23])[NH:13][C:14](=[O:21])[C:15]1[CH:20]=[CH:19][CH:18]=[CH:17][CH:16]=1)=[O:11].C([O-])([O-])=O.[Na+].[Na+].[F:31][C:32]1[CH:33]=[CH:34][C:35]([O:41][CH3:42])=[C:36](B(O)O)[CH:37]=1. Product: [F:31][C:32]1[CH:37]=[CH:36][C:35]([O:41][CH3:42])=[C:34]([C:2]2[CH:7]=[CH:6][CH:5]=[CH:4][C:3]=2[CH2:8][CH2:9][C:10]([N:12]([CH:22]([CH3:24])[CH3:23])[NH:13][C:14](=[O:21])[C:15]2[CH:20]=[CH:19][CH:18]=[CH:17][CH:16]=2)=[O:11])[CH:33]=1. The catalyst class is: 57. (5) The catalyst class is: 132. Reactant: O.[OH-].[Li+].[C:4]1([C:10]2[NH:11][C:12]3[C:17]([CH:18]=2)=[CH:16][C:15]([C:19]([O:21]C)=[O:20])=[CH:14][CH:13]=3)[CH:9]=[CH:8][CH:7]=[CH:6][CH:5]=1. Product: [C:4]1([C:10]2[NH:11][C:12]3[C:17]([CH:18]=2)=[CH:16][C:15]([C:19]([OH:21])=[O:20])=[CH:14][CH:13]=3)[CH:5]=[CH:6][CH:7]=[CH:8][CH:9]=1. (6) Reactant: [CH2:1]([O:8][C:9]1[CH:14]=[CH:13][CH:12]=[C:11]([O:15]C)[C:10]=1[CH2:17][C:18]([O:20][CH3:21])=[O:19])C1C=CC=CC=1. Product: [OH:15][C:11]1[C:10]([CH2:17][C:18]([O:20][CH3:21])=[O:19])=[C:9]([O:8][CH3:1])[CH:14]=[CH:13][CH:12]=1. The catalyst class is: 481. (7) The catalyst class is: 235. Reactant: Br[C:2]1[C:10]2[C:9]([NH:11][C@H:12]([C:14]3[N:19]([C:20]4[CH:25]=[CH:24][CH:23]=[CH:22][CH:21]=4)[C:18](=[O:26])[C:17]4=[C:27]([CH3:30])[CH:28]=[CH:29][N:16]4[N:15]=3)[CH3:13])=[N:8][CH:7]=[N:6][C:5]=2[N:4]([CH2:31][O:32][CH2:33][CH2:34][Si:35]([CH3:38])([CH3:37])[CH3:36])[CH:3]=1.[CH3:39][O:40][C:41]1[C:46]([NH2:47])=[CH:45][C:44](B2OC(C)(C)C(C)(C)O2)=[CH:43][N:42]=1.C(=O)([O-])[O-].[Na+].[Na+]. Product: [NH2:47][C:46]1[CH:45]=[C:44]([C:2]2[C:10]3[C:9]([NH:11][C@H:12]([C:14]4[N:19]([C:20]5[CH:25]=[CH:24][CH:23]=[CH:22][CH:21]=5)[C:18](=[O:26])[C:17]5=[C:27]([CH3:30])[CH:28]=[CH:29][N:16]5[N:15]=4)[CH3:13])=[N:8][CH:7]=[N:6][C:5]=3[N:4]([CH2:31][O:32][CH2:33][CH2:34][Si:35]([CH3:38])([CH3:37])[CH3:36])[CH:3]=2)[CH:43]=[N:42][C:41]=1[O:40][CH3:39]. (8) Reactant: [NH2:1][C:2]1[C:3]([N+:21]([O-])=O)=[C:4]([N:8]2[CH2:13][CH2:12][N:11]([C:14]([O:16][C:17]([CH3:20])([CH3:19])[CH3:18])=[O:15])[CH2:10][CH2:9]2)[CH:5]=[CH:6][CH:7]=1.[C:24]1([CH2:30][O:31][C:32]([NH:34][CH2:35][C:36](O)=O)=[O:33])[CH:29]=[CH:28][CH:27]=[CH:26][CH:25]=1.O=C1N(P(Cl)(N2CCOC2=O)=O)CCO1.C(N(CC)C(C)C)(C)C. Product: [C:24]1([CH2:30][O:31][C:32]([NH:34][CH2:35][C:36]2[NH:1][C:2]3[CH:7]=[CH:6][CH:5]=[C:4]([N:8]4[CH2:13][CH2:12][N:11]([C:14]([O:16][C:17]([CH3:20])([CH3:19])[CH3:18])=[O:15])[CH2:10][CH2:9]4)[C:3]=3[N:21]=2)=[O:33])[CH:29]=[CH:28][CH:27]=[CH:26][CH:25]=1. The catalyst class is: 10.